From a dataset of Full USPTO retrosynthesis dataset with 1.9M reactions from patents (1976-2016). Predict the reactants needed to synthesize the given product. (1) The reactants are: [Br:1][C:2]1[CH:8]=[CH:7][C:5]([NH2:6])=[C:4]([F:9])[C:3]=1[F:10].Cl[C:12](Cl)([O:14]C(=O)OC(Cl)(Cl)Cl)Cl.CCN(C(C)C)C(C)C.[CH:32]1([C:35]([N:37]2[CH2:41][CH2:40][C@@H:39]([CH2:42][C:43]([NH:45][NH2:46])=[O:44])[CH2:38]2)=[O:36])[CH2:34][CH2:33]1. Given the product [Br:1][C:2]1[CH:8]=[CH:7][C:5]([NH:6][C:12]([NH:46][NH:45][C:43](=[O:44])[CH2:42][C@@H:39]2[CH2:40][CH2:41][N:37]([C:35]([CH:32]3[CH2:34][CH2:33]3)=[O:36])[CH2:38]2)=[O:14])=[C:4]([F:9])[C:3]=1[F:10], predict the reactants needed to synthesize it. (2) Given the product [CH:37]1([CH2:40][CH2:41][C:42]2[C:43]([NH2:75])=[N:44][CH:45]=[N:46][C:47]=2[N:48]2[CH2:53][CH2:52][CH:51]([C:54]3[N:55]([CH2:70][CH2:71][N:72]([CH3:73])[CH3:74])[CH:56]=[C:57]([C:59]4[CH:64]=[CH:63][C:62]([F:65])=[C:61]([C:66]([F:69])([F:68])[F:67])[CH:60]=4)[N:58]=3)[CH2:50][CH2:49]2)[CH2:39][CH2:38]1, predict the reactants needed to synthesize it. The reactants are: CN(C)CCN1C=C(C2C=CC(F)=C(C(F)(F)F)C=2)N=C1C1CCN(C2N=CN=C(N)C=2CC)CC1.[CH:37]1(/[CH:40]=[CH:41]/[C:42]2[C:43]([NH2:75])=[N:44][CH:45]=[N:46][C:47]=2[N:48]2[CH2:53][CH2:52][CH:51]([C:54]3[N:55]([CH2:70][CH2:71][N:72]([CH3:74])[CH3:73])[CH:56]=[C:57]([C:59]4[CH:64]=[CH:63][C:62]([F:65])=[C:61]([C:66]([F:69])([F:68])[F:67])[CH:60]=4)[N:58]=3)[CH2:50][CH2:49]2)[CH2:39][CH2:38]1. (3) Given the product [CH2:18]([O:16][C:15]([C:2]1[S:3][C:4]2[CH2:5][CH2:6][O:7][C:8]3[CH:14]=[CH:13][CH:12]=[CH:11][C:9]=3[C:10]=2[N:1]=1)=[O:17])[CH3:19].[Cl:24][C:25]1[CH:26]=[C:27]([C:28](=[O:29])[NH:30][CH3:31])[CH:32]=[CH:33][C:34]=1[N:35]([CH3:36])[C:15]([C:2]1[S:3][C:4]2[CH2:5][CH2:6][O:7][C:8]3[CH:14]=[CH:13][CH:12]=[CH:11][C:9]=3[C:10]=2[N:1]=1)=[O:17], predict the reactants needed to synthesize it. The reactants are: [N:1]1[C:10]2[C:9]3[CH:11]=[CH:12][CH:13]=[CH:14][C:8]=3[O:7][CH2:6][CH2:5][C:4]=2[S:3][C:2]=1[C:15]([OH:17])=[O:16].[C:18](Cl)(=O)[C:19](Cl)=O.[Cl:24][C:25]1[CH:26]=[C:27]([CH:32]=[CH:33][C:34]=1[NH:35][CH3:36])[C:28]([NH:30][CH3:31])=[O:29].C(=O)(O)[O-].[Na+]. (4) Given the product [C:1]([O:5][C:6]([N:8]([CH3:48])[C@@H:9]([CH3:47])[C:10]([NH:12][C@@H:13]([C:43]([CH3:46])([CH3:45])[CH3:44])[C:14]([N:16]1[C@H:20]([C:21](=[O:33])[NH:22][C@H:23]2[C:32]3[C:27](=[CH:28][CH:29]=[CH:30][CH:31]=3)[CH2:26][CH2:25][CH2:24]2)[CH2:19][C@H:18]([NH:34][C:35](=[O:42])[CH2:36][CH2:37][C:38]([OH:40])=[O:39])[CH2:17]1)=[O:15])=[O:11])=[O:7])([CH3:2])([CH3:4])[CH3:3], predict the reactants needed to synthesize it. The reactants are: [C:1]([O:5][C:6]([N:8]([CH3:48])[C@@H:9]([CH3:47])[C:10]([NH:12][C@@H:13]([C:43]([CH3:46])([CH3:45])[CH3:44])[C:14]([N:16]1[C@H:20]([C:21](=[O:33])[NH:22][C@H:23]2[C:32]3[C:27](=[CH:28][CH:29]=[CH:30][CH:31]=3)[CH2:26][CH2:25][CH2:24]2)[CH2:19][C@H:18]([NH:34][C:35](=[O:42])[CH2:36][CH2:37][C:38]([O:40]C)=[O:39])[CH2:17]1)=[O:15])=[O:11])=[O:7])([CH3:4])([CH3:3])[CH3:2].[OH-].[Na+].CCOC(C)=O.Cl. (5) The reactants are: [F:1][C:2]1[CH:7]=[CH:6][C:5]([C:8]2[N:17]=[C:16]([C:18](O)=[O:19])[C:15]3[C:10](=[CH:11][CH:12]=[CH:13][CH:14]=3)[N:9]=2)=[CH:4][CH:3]=1.Cl.[OH:22][C:23]1[CH:32]=[CH:31][CH:30]=[C:29]2[C:24]=1[CH2:25][CH2:26][NH:27][CH2:28]2. Given the product [F:1][C:2]1[CH:3]=[CH:4][C:5]([C:8]2[N:17]=[C:16]([C:18]([N:27]3[CH2:26][CH2:25][C:24]4[C:29](=[CH:30][CH:31]=[CH:32][C:23]=4[OH:22])[CH2:28]3)=[O:19])[C:15]3[C:10](=[CH:11][CH:12]=[CH:13][CH:14]=3)[N:9]=2)=[CH:6][CH:7]=1, predict the reactants needed to synthesize it.